From a dataset of Forward reaction prediction with 1.9M reactions from USPTO patents (1976-2016). Predict the product of the given reaction. (1) Given the reactants Br[C:2]1[CH:7]=[CH:6][C:5]([C@@H:8]2[CH2:12][N:11]([CH3:13])[CH2:10][C@H:9]2[NH:14][S:15]([CH:18]([CH3:20])[CH3:19])(=[O:17])=[O:16])=[CH:4][CH:3]=1.[F:21][C:22]1[N:27]=[CH:26][C:25](B(O)O)=[CH:24][CH:23]=1, predict the reaction product. The product is: [F:21][C:22]1[N:27]=[CH:26][C:25]([C:2]2[CH:7]=[CH:6][C:5]([C@@H:8]3[CH2:12][N:11]([CH3:13])[CH2:10][C@H:9]3[NH:14][S:15]([CH:18]([CH3:20])[CH3:19])(=[O:17])=[O:16])=[CH:4][CH:3]=2)=[CH:24][CH:23]=1. (2) Given the reactants [CH3:1][O:2][C:3]1[CH:17]=[CH:16][C:6]([CH:7]=[C:8](CC(O)=O)[C:9]([OH:11])=[O:10])=[CH:5][CH:4]=1.N.[CH:19]1C=CC2N(O)N=NC=2C=1.CCN=C=NCCCN(C)C.C[N:41]([CH:43]=[O:44])C, predict the reaction product. The product is: [C:43](/[C:8](=[C:7](/[CH3:19])\[C:6]1[CH:5]=[CH:4][C:3]([O:2][CH3:1])=[CH:17][CH:16]=1)/[C:9]([OH:11])=[O:10])(=[O:44])[NH2:41]. (3) Given the reactants [Cl:1][C:2]1[CH:31]=[CH:30][C:5]([CH2:6][N:7]2[CH2:12][CH2:11][N:10]([C:13]([O:15][CH2:16][C@@:17]([OH:29])([CH3:28])[CH2:18][N:19]3[CH:23]=[C:22]([N+:24]([O-:26])=[O:25])[N:21]=[C:20]3Cl)=[O:14])[CH2:9][CH2:8]2)=[CH:4][CH:3]=1.[H-].[Na+], predict the reaction product. The product is: [Cl:1][C:2]1[CH:31]=[CH:30][C:5]([CH2:6][N:7]2[CH2:12][CH2:11][N:10]([C:13]([O:15][CH2:16][C@:17]3([CH3:28])[O:29][C:20]4=[N:21][C:22]([N+:24]([O-:26])=[O:25])=[CH:23][N:19]4[CH2:18]3)=[O:14])[CH2:9][CH2:8]2)=[CH:4][CH:3]=1. (4) Given the reactants CN(C)CCCN=C=NCC.[NH2:12][C:13]1[CH:18]=[CH:17][C:16]([NH:19][C:20](=[O:28])[CH2:21][C:22]2[CH:27]=[CH:26][CH:25]=[CH:24][N:23]=2)=[CH:15][CH:14]=1.[CH3:29][C:30]1[CH:38]=[CH:37][C:33]([C:34](O)=[O:35])=[C:32]([N:39]2[CH2:44][CH2:43][CH:42]([CH3:45])[CH2:41][CH2:40]2)[CH:31]=1.O.ON1C2C=CC=CC=2N=N1, predict the reaction product. The product is: [CH3:29][C:30]1[CH:38]=[CH:37][C:33]([C:34]([NH:12][C:13]2[CH:14]=[CH:15][C:16]([NH:19][C:20](=[O:28])[CH2:21][C:22]3[CH:27]=[CH:26][CH:25]=[CH:24][N:23]=3)=[CH:17][CH:18]=2)=[O:35])=[C:32]([N:39]2[CH2:44][CH2:43][CH:42]([CH3:45])[CH2:41][CH2:40]2)[CH:31]=1. (5) Given the reactants Cl[C:2]1[N:7]=[C:6]([NH:8][C:9]2[CH:13]=[C:12]([C:14]([CH3:17])([CH3:16])[CH3:15])[O:11][N:10]=2)[CH:5]=[CH:4][N:3]=1.[CH3:18][O:19][C:20]1[CH:21]=[C:22]([CH:24]=[C:25]([O:29][CH3:30])[C:26]=1[O:27][CH3:28])[NH2:23].N(CC)(CC)CC.FC(C(O)=O)(F)F, predict the reaction product. The product is: [C:14]([C:12]1[O:11][N:10]=[C:9]([NH:8][C:6]2[CH:5]=[CH:4][N:3]=[C:2]([NH:23][C:22]3[CH:24]=[C:25]([O:29][CH3:30])[C:26]([O:27][CH3:28])=[C:20]([O:19][CH3:18])[CH:21]=3)[N:7]=2)[CH:13]=1)([CH3:17])([CH3:16])[CH3:15].